Task: Predict the reactants needed to synthesize the given product.. Dataset: Full USPTO retrosynthesis dataset with 1.9M reactions from patents (1976-2016) (1) Given the product [CH2:1]([O:8][NH:9][C@H:10]1[CH2:15][NH:14][C@H:13]([C:22]([O:24][CH3:25])=[O:23])[CH2:12][CH2:11]1)[C:2]1[CH:3]=[CH:4][CH:5]=[CH:6][CH:7]=1, predict the reactants needed to synthesize it. The reactants are: [CH2:1]([O:8][NH:9][C@H:10]1[CH2:15][N:14](C(=O)C(F)(F)F)[C@H:13]([C:22]([O:24][CH3:25])=[O:23])[CH2:12][CH2:11]1)[C:2]1[CH:7]=[CH:6][CH:5]=[CH:4][CH:3]=1. (2) Given the product [N+:22]([C:13]1[CH:14]=[C:15]([C:18]([F:19])([F:20])[F:21])[CH:16]=[CH:17][C:12]=1[O:10][CH2:9][CH2:8][N:3]1[CH2:7][CH2:6][CH2:5][CH2:4]1)([O-:24])=[O:23], predict the reactants needed to synthesize it. The reactants are: [H-].[Na+].[N:3]1([CH2:8][CH2:9][OH:10])[CH2:7][CH2:6][CH2:5][CH2:4]1.F[C:12]1[CH:17]=[CH:16][C:15]([C:18]([F:21])([F:20])[F:19])=[CH:14][C:13]=1[N+:22]([O-:24])=[O:23]. (3) Given the product [N:8]1[CH:9]=[CH:34][CH:33]=[CH:32][C:12]=1[CH2:11][CH2:10][NH:13][C:14]([C:16]1[S:17][CH:18]=[CH:19][C:20]=1[NH:21][C:22]1[CH:27]=[CH:26][N:25]=[C:24]2[NH:28][CH:29]=[CH:30][C:23]=12)=[O:15], predict the reactants needed to synthesize it. The reactants are: C(OC([N:8]1[CH2:12][CH2:11][CH:10]([NH:13][C:14]([C:16]2[S:17][CH:18]=[CH:19][C:20]=2[NH:21][C:22]2[CH:27]=[CH:26][N:25]=[C:24]3[NH:28][CH:29]=[CH:30][C:23]=23)=[O:15])[CH2:9]1)=O)(C)(C)C.N[CH2:32][CH2:33][C:34]1C=CC=CN=1. (4) Given the product [Si:1]([O:18][CH2:19][CH2:20][N:21]([CH2:52][CH3:53])[CH2:22][CH2:23][C@@H:24]([NH:33][C:34]1[CH:39]=[CH:38][C:37]([S:40]([NH2:41])(=[O:42])=[O:43])=[CH:36][C:35]=1[S:44]([C:47]([F:49])([F:50])[F:48])(=[O:45])=[O:46])[CH2:25][S:26][C:27]1[CH:32]=[CH:31][CH:30]=[CH:29][CH:28]=1)([C:14]([CH3:16])([CH3:15])[CH3:17])([C:2]1[CH:7]=[CH:6][CH:5]=[CH:4][CH:3]=1)[C:8]1[CH:9]=[CH:10][CH:11]=[CH:12][CH:13]=1, predict the reactants needed to synthesize it. The reactants are: [Si:1]([O:18][CH2:19][CH2:20][N:21]([CH2:52][CH3:53])[C:22](=O)[CH2:23][C@@H:24]([NH:33][C:34]1[CH:39]=[CH:38][C:37]([S:40](=[O:43])(=[O:42])[NH2:41])=[CH:36][C:35]=1[S:44]([C:47]([F:50])([F:49])[F:48])(=[O:46])=[O:45])[CH2:25][S:26][C:27]1[CH:32]=[CH:31][CH:30]=[CH:29][CH:28]=1)([C:14]([CH3:17])([CH3:16])[CH3:15])([C:8]1[CH:13]=[CH:12][CH:11]=[CH:10][CH:9]=1)[C:2]1[CH:7]=[CH:6][CH:5]=[CH:4][CH:3]=1.B.C1COCC1.